Task: Predict the reactants needed to synthesize the given product.. Dataset: Full USPTO retrosynthesis dataset with 1.9M reactions from patents (1976-2016) (1) Given the product [O:13]=[C:9]1[C@H:8]([NH:7][C:6](=[O:14])[O:5][C:1]([CH3:4])([CH3:2])[CH3:3])[CH2:12][O:11][N:10]1[CH2:24][C:23]([F:34])([F:33])[F:22], predict the reactants needed to synthesize it. The reactants are: [C:1]([O:5][C:6](=[O:14])[NH:7][CH:8]1[CH2:12][O:11][NH:10][C:9]1=[O:13])([CH3:4])([CH3:3])[CH3:2].C(N(CC)CC)C.[F:22][C:23]([F:34])([F:33])[CH2:24]OS(C(F)(F)F)(=O)=O. (2) Given the product [CH3:42][O:43][C:44](=[O:54])[CH2:45][C@@H:46]1[C@H:48]([C:49]([O:23][C@H:14]2[CH2:13][CH2:12][C@@:11]3([CH3:24])[C@@H:16]([CH2:17][CH2:18][C@:19]4([CH3:20])[C@@H:10]3[CH2:9][CH2:8][C@H:7]3[C@@:2]4([CH3:1])[CH2:3][CH2:4][C@@:5]4([C:31]5[O:32][C:33]([C:36]6[CH:37]=[N:38][CH:39]=[CH:40][CH:41]=6)=[N:34][N:35]=5)[CH2:27][CH2:26][C@@H:25]([C:28]([CH3:30])=[CH2:29])[C@@H:6]43)[C:15]2([CH3:21])[CH3:22])=[O:50])[C:47]1([CH3:52])[CH3:53], predict the reactants needed to synthesize it. The reactants are: [CH3:1][C@:2]12[C@@:19]3([CH3:20])[C@@H:10]([C@:11]4([CH3:24])[C@@H:16]([CH2:17][CH2:18]3)[C:15]([CH3:22])([CH3:21])[C@@H:14]([OH:23])[CH2:13][CH2:12]4)[CH2:9][CH2:8][C@@H:7]1[C@H:6]1[C@H:25]([C:28]([CH3:30])=[CH2:29])[CH2:26][CH2:27][C@:5]1([C:31]1[O:32][C:33]([C:36]3[CH:37]=[N:38][CH:39]=[CH:40][CH:41]=3)=[N:34][N:35]=1)[CH2:4][CH2:3]2.[CH3:42][O:43][C:44](=[O:54])[CH2:45][C@@H:46]1[C@H:48]([C:49](O)=[O:50])[C:47]1([CH3:53])[CH3:52].CCN(C(C)C)C(C)C.C1COCC1. (3) Given the product [NH2:2][C:1]1[C:3]2[C:4](=[O:24])[N:5]([C:11]3[CH:12]=[CH:13][C:14]([C:17]([CH3:23])([CH3:22])[C:18]([O:20][CH3:21])=[O:19])=[CH:15][CH:16]=3)[CH2:6][CH2:7][C:8]=2[N:25]=[C:26]([O:29][CH3:28])[N:27]=1, predict the reactants needed to synthesize it. The reactants are: [C:1]([C:3]1[C:4](=[O:24])[N:5]([C:11]2[CH:16]=[CH:15][C:14]([C:17]([CH3:23])([CH3:22])[C:18]([O:20][CH3:21])=[O:19])=[CH:13][CH:12]=2)[CH2:6][CH2:7][C:8]=1OC)#[N:2].[N:25]#[C:26][NH2:27].[CH3:28][O-:29].[Na+].S(=O)(=O)(O)O.[OH-].[Na+]. (4) Given the product [C:1]([C:3]1[C:4]([N:16]2[CH2:17][CH2:18][CH:19]([C:22]([NH:58][S:55]([CH2:54][C:51]3[CH:52]=[CH:53][C:48]([C:46]#[N:47])=[CH:49][CH:50]=3)(=[O:56])=[O:57])=[O:24])[CH2:20][CH2:21]2)=[N:5][C:6]([CH3:15])=[C:7]([CH:8]=1)[C:9]([O:11][CH:12]([CH3:13])[CH3:14])=[O:10])#[N:2], predict the reactants needed to synthesize it. The reactants are: [C:1]([C:3]1[C:4]([N:16]2[CH2:21][CH2:20][CH:19]([C:22]([OH:24])=O)[CH2:18][CH2:17]2)=[N:5][C:6]([CH3:15])=[C:7]([C:9]([O:11][CH:12]([CH3:14])[CH3:13])=[O:10])[CH:8]=1)#[N:2].CCN=C=NCCCN(C)C.C1C=CC2N(O)N=NC=2C=1.[C:46]([C:48]1[CH:53]=[CH:52][C:51]([CH2:54][S:55]([NH2:58])(=[O:57])=[O:56])=[CH:50][CH:49]=1)#[N:47].CCN(C(C)C)C(C)C. (5) The reactants are: [C:1]([C:3]1[C:4]([C:34]2[CH:39]=[C:38]([F:40])[CH:37]=[CH:36][C:35]=2[O:41][CH3:42])=[C:5]2[CH:11]=[C:10]([C:12]3[CH2:17][CH2:16][N:15]([C:18]([O:20][C:21]([CH3:24])([CH3:23])[CH3:22])=[O:19])[CH2:14][CH:13]=3)[N:9](S(C3C=CC=CC=3)(=O)=O)[C:6]2=[N:7][CH:8]=1)#[N:2].[OH-].[Na+]. Given the product [C:1]([C:3]1[C:4]([C:34]2[CH:39]=[C:38]([F:40])[CH:37]=[CH:36][C:35]=2[O:41][CH3:42])=[C:5]2[CH:11]=[C:10]([C:12]3[CH2:17][CH2:16][N:15]([C:18]([O:20][C:21]([CH3:24])([CH3:23])[CH3:22])=[O:19])[CH2:14][CH:13]=3)[NH:9][C:6]2=[N:7][CH:8]=1)#[N:2], predict the reactants needed to synthesize it. (6) Given the product [C:12]([O:15][C:16]1[N:26]=[C:25]([N:27]2[CH2:28][CH2:29][CH:30]([C:33](=[O:48])[NH:34][S:35]([CH2:38][C:39]3[CH:40]=[CH:41][CH:42]=[CH:43][CH:44]=3)(=[O:36])=[O:37])[CH2:31][CH2:32]2)[C:24]([C:49]#[N:50])=[CH:23][C:17]=1[C:18]([O:20][CH2:21][CH3:22])=[O:19])(=[O:14])[CH3:13], predict the reactants needed to synthesize it. The reactants are: CC1C=CC(S([O-])=O)=CC=1.[Na+].[C:12]([O:15][C:16]1[N:26]=[C:25]([N:27]2[CH2:32][CH2:31][CH:30]([C:33](=[O:48])[N:34](CC=C)[S:35]([CH2:38][C:39]3[CH:44]=[CH:43][CH:42]=[CH:41][CH:40]=3)(=[O:37])=[O:36])[CH2:29][CH2:28]2)[C:24]([C:49]#[N:50])=[CH:23][C:17]=1[C:18]([O:20][CH2:21][CH3:22])=[O:19])(=[O:14])[CH3:13]. (7) Given the product [NH2:19][C@H:13]1[CH2:12][O:11][CH2:10][C@H:9]([CH2:30][C:31]2[CH:32]=[CH:33][C:34]([Cl:37])=[CH:35][CH:36]=2)[C@@H:8]([CH2:1][C:2]2[CH:7]=[CH:6][CH:5]=[CH:4][CH:3]=2)[C@H:16]([CH3:17])[O:15][C:14]1=[O:18], predict the reactants needed to synthesize it. The reactants are: [CH2:1]([C@H:8]1[C@H:16]([CH3:17])[O:15][C:14](=[O:18])[C@@H:13]([NH:19]C(=O)OCC2C=CC=CC=2)[CH2:12][O:11][CH2:10][C@@H:9]1[CH2:30][C:31]1[CH:36]=[CH:35][C:34]([Cl:37])=[CH:33][CH:32]=1)[C:2]1[CH:7]=[CH:6][CH:5]=[CH:4][CH:3]=1.Br.C([O-])(O)=O.[Na+].